Predict the reactants needed to synthesize the given product. From a dataset of Full USPTO retrosynthesis dataset with 1.9M reactions from patents (1976-2016). (1) The reactants are: [C:1]([C:3]1[CH:4]=[CH:5][C:6](I)=[C:7]([CH:11]=1)[C:8]([OH:10])=[O:9])#[N:2].C(=O)([O-])[O-].[Cs+].[Cs+].[CH3:19][CH:20]([SH:22])[CH3:21].Cl. Given the product [C:1]([C:3]1[CH:4]=[CH:5][C:6]([S:22][CH:20]([CH3:21])[CH3:19])=[C:7]([CH:11]=1)[C:8]([OH:10])=[O:9])#[N:2], predict the reactants needed to synthesize it. (2) Given the product [C:38]([C:35]1[CH:36]=[C:37]2[C:32](=[CH:33][CH:34]=1)[NH:31][CH:30]=[C:29]2[CH2:28][CH2:27][CH2:26][NH:1][CH:2]1[CH2:11][C:10]2[C:9]([C:12]([NH2:14])=[O:13])=[CH:8][CH:7]=[C:6]([F:15])[C:5]=2[O:4][CH2:3]1)#[N:39], predict the reactants needed to synthesize it. The reactants are: [NH2:1][CH:2]1[CH2:11][C:10]2[C:9]([C:12]([NH2:14])=[O:13])=[CH:8][CH:7]=[C:6]([F:15])[C:5]=2[O:4][CH2:3]1.C(N(CC)C(C)C)(C)C.Br[CH2:26][CH2:27][CH2:28][C:29]1[C:37]2[C:32](=[CH:33][CH:34]=[C:35]([C:38]#[N:39])[CH:36]=2)[NH:31][CH:30]=1. (3) Given the product [CH3:22][O:23][C:24](=[O:37])/[CH:25]=[CH:26]/[C:27]1[CH:32]=[C:31]([CH3:33])[C:30]([C:34]2[NH:21][C:16]3[CH:15]=[C:14]([C:12]4[O:13][C:9]([C:6]5[CH:5]=[CH:4][C:3]([O:2][CH3:1])=[CH:8][CH:7]=5)=[N:10][N:11]=4)[CH:19]=[CH:18][C:17]=3[N:20]=2)=[C:29]([CH3:36])[CH:28]=1, predict the reactants needed to synthesize it. The reactants are: [CH3:1][O:2][C:3]1[CH:8]=[CH:7][C:6]([C:9]2[O:13][C:12]([C:14]3[CH:15]=[C:16]([NH2:21])[C:17]([NH2:20])=[CH:18][CH:19]=3)=[N:11][N:10]=2)=[CH:5][CH:4]=1.[CH3:22][O:23][C:24](=[O:37])[CH:25]=[CH:26][C:27]1[CH:32]=[C:31]([CH3:33])[C:30]([CH:34]=O)=[C:29]([CH3:36])[CH:28]=1.OOS([O-])=O.[K+].C(OCC)(=O)C. (4) Given the product [OH:1][C@@H:2]([C:11]1[N:15]=[C:14]([N:16]2[CH2:21][CH2:20][CH:19]([N:22]3[CH2:26][CH2:25][C@H:24]([NH:27][C:28]4[CH:33]=[CH:32][C:31]([S:34]([CH3:37])(=[O:36])=[O:35])=[CH:30][C:29]=4[F:38])[C:23]3=[O:39])[CH2:18][CH2:17]2)[S:13][N:12]=1)[CH2:3][OH:4], predict the reactants needed to synthesize it. The reactants are: [O:1]1C2(CCCCC2)[O:4][CH2:3][C@@H:2]1[C:11]1[N:15]=[C:14]([N:16]2[CH2:21][CH2:20][CH:19]([N:22]3[CH2:26][CH2:25][C@H:24]([NH:27][C:28]4[CH:33]=[CH:32][C:31]([S:34]([CH3:37])(=[O:36])=[O:35])=[CH:30][C:29]=4[F:38])[C:23]3=[O:39])[CH2:18][CH2:17]2)[S:13][N:12]=1.O.Cl. (5) Given the product [NH2:35][C:7]1[CH:8]=[C:9]([C@@:12]2([CH3:34])[C@@H:19]([C:20]3[CH:21]=[CH:22][C:23]([Cl:26])=[CH:24][CH:25]=3)[N:18]3[C:14]([S:15][C:16]([C:30]([O:32][CH3:33])=[O:31])=[C:17]3[CH:27]([CH3:29])[CH3:28])=[N:13]2)[CH:10]=[CH:11][C:6]=1[Cl:5], predict the reactants needed to synthesize it. The reactants are: C(O)(=O)C.[Cl:5][C:6]1[CH:11]=[CH:10][C:9]([C@@:12]2([CH3:34])[C@@H:19]([C:20]3[CH:25]=[CH:24][C:23]([Cl:26])=[CH:22][CH:21]=3)[N:18]3[C:14]([S:15][C:16]([C:30]([O:32][CH3:33])=[O:31])=[C:17]3[CH:27]([CH3:29])[CH3:28])=[N:13]2)=[CH:8][C:7]=1[N+:35]([O-])=O. (6) Given the product [CH3:36][O:35][C:33](=[O:34])[NH:1][C@H:2]1[CH2:3][CH2:4][C@@H:5]([N:8]2[C:12]3[N:13]=[CH:14][N:15]=[C:16]([NH2:17])[C:11]=3[C:10]([C:18]3[CH:23]=[CH:22][CH:21]=[C:20]([O:24][CH2:25][C:26]4[CH:27]=[CH:28][CH:29]=[CH:30][CH:31]=4)[CH:19]=3)=[CH:9]2)[CH2:6][CH2:7]1, predict the reactants needed to synthesize it. The reactants are: [NH2:1][C@@H:2]1[CH2:7][CH2:6][C@H:5]([N:8]2[C:12]3[N:13]=[CH:14][N:15]=[C:16]([NH2:17])[C:11]=3[C:10]([C:18]3[CH:23]=[CH:22][CH:21]=[C:20]([O:24][CH2:25][C:26]4[CH:31]=[CH:30][CH:29]=[CH:28][CH:27]=4)[CH:19]=3)=[CH:9]2)[CH2:4][CH2:3]1.Cl[C:33]([O:35][CH3:36])=[O:34].C(N(CC)CC)C.